From a dataset of Catalyst prediction with 721,799 reactions and 888 catalyst types from USPTO. Predict which catalyst facilitates the given reaction. (1) Reactant: Br[C:2]1[CH:7]=[CH:6][C:5]([N:8]2[CH:12]=[C:11]([C:13]([OH:16])([CH3:15])[CH3:14])[N:10]=[C:9]2[C:17]2[CH:22]=[CH:21][CH:20]=[CH:19][C:18]=2[CH:23]([CH3:25])[CH3:24])=[CH:4][CH:3]=1.[CH3:26][S:27]([C:30]1[CH:31]=[C:32](B(O)O)[CH:33]=[CH:34][CH:35]=1)(=[O:29])=[O:28].C([O-])([O-])=O.[K+].[K+].COCCOC. Product: [CH:23]([C:18]1[CH:19]=[CH:20][CH:21]=[CH:22][C:17]=1[C:9]1[N:8]([C:5]2[CH:6]=[CH:7][C:2]([C:34]3[CH:33]=[CH:32][CH:31]=[C:30]([S:27]([CH3:26])(=[O:29])=[O:28])[CH:35]=3)=[CH:3][CH:4]=2)[CH:12]=[C:11]([C:13]([OH:16])([CH3:15])[CH3:14])[N:10]=1)([CH3:25])[CH3:24]. The catalyst class is: 161. (2) Reactant: [Cl:1][C:2]1[N:7]=[C:6]2[C:8]([CH3:35])=[C:9]([CH:11]([NH:18][C:19]3[CH:24]=[CH:23][C:22]([C:25]([NH:27][CH2:28][CH2:29][C:30]([O:32]CC)=[O:31])=[O:26])=[CH:21][CH:20]=3)[CH:12]3[CH2:17][CH2:16][CH2:15][CH2:14][CH2:13]3)[O:10][C:5]2=[CH:4][CH:3]=1.O1CCCC1.[OH-].[Na+]. Product: [Cl:1][C:2]1[N:7]=[C:6]2[C:8]([CH3:35])=[C:9]([CH:11]([NH:18][C:19]3[CH:20]=[CH:21][C:22]([C:25]([NH:27][CH2:28][CH2:29][C:30]([OH:32])=[O:31])=[O:26])=[CH:23][CH:24]=3)[CH:12]3[CH2:13][CH2:14][CH2:15][CH2:16][CH2:17]3)[O:10][C:5]2=[CH:4][CH:3]=1. The catalyst class is: 8. (3) Reactant: [C:1]([C:5]1[N:9]([CH2:10][CH2:11][C:12]2[CH:17]=[CH:16][C:15]([F:18])=[CH:14][CH:13]=2)[C:8]([CH3:19])=[C:7]([C:20]([O:22][CH2:23][CH3:24])=[O:21])[CH:6]=1)(C)(C)[CH3:2].C(Cl)(=[O:27])C.[Sn](Cl)(Cl)(Cl)Cl.[OH-].[Na+]. Product: [C:1]([C:5]1[N:9]([CH2:10][CH2:11][C:12]2[CH:17]=[CH:16][C:15]([F:18])=[CH:14][CH:13]=2)[C:8]([CH3:19])=[C:7]([C:20]([O:22][CH2:23][CH3:24])=[O:21])[CH:6]=1)(=[O:27])[CH3:2]. The catalyst class is: 451. (4) Reactant: [CH3:1][C:2]1[O:6][N:5]=[C:4]([C:7]2[CH:12]=[CH:11][CH:10]=[CH:9][CH:8]=2)[C:3]=1[CH2:13][OH:14].[H-].[Na+].[CH2:17]([O:19][C:20]([C:22]1[N:26]2[N:27]=[C:28](Cl)[CH:29]=[CH:30][C:25]2=[N:24][N:23]=1)=[O:21])[CH3:18]. Product: [CH2:17]([O:19][C:20]([C:22]1[N:26]2[N:27]=[C:28]([O:14][CH2:13][C:3]3[C:4]([C:7]4[CH:12]=[CH:11][CH:10]=[CH:9][CH:8]=4)=[N:5][O:6][C:2]=3[CH3:1])[CH:29]=[CH:30][C:25]2=[N:24][N:23]=1)=[O:21])[CH3:18]. The catalyst class is: 3. (5) Reactant: C([N:8]1[CH2:13][CH2:12][N:11]2[C@@H:14]([C:18]3[CH:23]=[CH:22][C:21]([O:24][CH3:25])=[C:20]([CH3:26])[C:19]=3[CH3:27])[CH2:15][CH2:16][CH2:17][C@H:10]2[CH2:9]1)C1C=CC=CC=1.C([O-])=O.[NH4+]. Product: [CH3:25][O:24][C:21]1[CH:22]=[CH:23][C:18]([C@@H:14]2[N:11]3[CH2:12][CH2:13][NH:8][CH2:9][C@@H:10]3[CH2:17][CH2:16][CH2:15]2)=[C:19]([CH3:27])[C:20]=1[CH3:26]. The catalyst class is: 723. (6) Reactant: [CH3:1][C@:2]12[CH2:15][CH2:14][CH2:13][C:12]([CH3:17])([CH3:16])[CH:11]1[CH2:10][CH2:9][C@H:8]1[C@@H:3]2[CH2:4][CH2:5][CH2:6][C:7]1=[O:18].[Li+].C[Si]([N-][Si](C)(C)C)(C)C.[C:29]([C:31]([O:33][CH3:34])=[O:32])#N.CN(CCN(C)C)C.[Zn](CC)CC.C(I)I. Product: [CH3:17][C:12]1([CH3:16])[CH2:13][CH2:14][CH2:15][C@@:2]2([CH3:1])[CH:11]1[CH2:10][CH2:9][C@@H:8]1[C:7](=[O:18])[CH2:6][CH:29]([C:31]([O:33][CH3:34])=[O:32])[CH2:5][CH2:4][C@@H:3]12. The catalyst class is: 76. (7) Reactant: [F:1][C:2]([F:15])([F:14])[CH2:3][O:4][C:5]1[CH:13]=[CH:12][C:8]([C:9]([OH:11])=O)=[CH:7][N:6]=1.[NH2:16][CH2:17][C:18]1[CH:23]=[CH:22][N:21]=[C:20]([NH2:24])[CH:19]=1.C(N(CC)C(C)C)(C)C.CN(C(ON1N=NC2C=CC=CC1=2)=[N+](C)C)C.F[P-](F)(F)(F)(F)F. Product: [NH2:24][C:20]1[CH:19]=[C:18]([CH2:17][NH:16][C:9](=[O:11])[C:8]2[CH:12]=[CH:13][C:5]([O:4][CH2:3][C:2]([F:1])([F:15])[F:14])=[N:6][CH:7]=2)[CH:23]=[CH:22][N:21]=1. The catalyst class is: 31. (8) Reactant: [NH4+].[N:2]#[C:3][S-:4].[Cl:5][C:6]1[CH:11]=[C:10]([C:12](Cl)=[O:13])[CH:9]=[C:8]([CH3:15])[N:7]=1.[F:16][C:17]1[CH:18]=[C:19]([NH2:24])[CH:20]=[CH:21][C:22]=1[F:23]. Product: [Cl:5][C:6]1[CH:11]=[C:10]([C:12]([NH:2][C:3]([NH:24][C:19]2[CH:20]=[CH:21][C:22]([F:23])=[C:17]([F:16])[CH:18]=2)=[S:4])=[O:13])[CH:9]=[C:8]([CH3:15])[N:7]=1. The catalyst class is: 21. (9) Reactant: C([O:3][C:4](=[O:25])[CH2:5][C:6]1[C:11]([Cl:12])=[CH:10][N:9]=[C:8]([NH:13][CH2:14][C:15]([F:23])([F:22])[C:16]2[CH:21]=[CH:20][CH:19]=[CH:18][N:17]=2)[C:7]=1[F:24])C.[Li+].[OH-].Cl. Product: [Cl:12][C:11]1[C:6]([CH2:5][C:4]([OH:25])=[O:3])=[C:7]([F:24])[C:8]([NH:13][CH2:14][C:15]([F:22])([F:23])[C:16]2[CH:21]=[CH:20][CH:19]=[CH:18][N:17]=2)=[N:9][CH:10]=1. The catalyst class is: 5.